From a dataset of Catalyst prediction with 721,799 reactions and 888 catalyst types from USPTO. Predict which catalyst facilitates the given reaction. (1) The catalyst class is: 6. Reactant: C([O:3][C:4]([C:6]1[CH:19]=[N:18][C:17]2[C:8](=[CH:9][CH:10]=[C:11]3[C:16]=2[N:15]=[CH:14][CH:13]([N+:20]([O-:22])=[O:21])[C:12]3=[O:23])[CH:7]=1)=[O:5])C.[OH-].[Na+].C(O)(=O)C. Product: [C:4]([C:6]1[CH:19]=[N:18][C:17]2[C:8](=[CH:9][CH:10]=[C:11]3[C:16]=2[N:15]=[CH:14][CH:13]([N+:20]([O-:22])=[O:21])[C:12]3=[O:23])[CH:7]=1)([OH:5])=[O:3]. (2) Reactant: Cl.[O:2]1[C:6]2([CH2:10][CH2:9][NH:8][CH2:7]2)[CH2:5][CH2:4][CH2:3]1.[CH3:11][O:12][C:13]1[CH:18]=[CH:17][C:16]([C:19]2[O:23][C:22]([C:24]([N:26]3[CH2:29][CH:28]([O:30][C:31]4[CH:38]=[CH:37][C:34]([CH:35]=O)=[CH:33][CH:32]=4)[CH2:27]3)=[O:25])=[N:21][N:20]=2)=[CH:15][CH:14]=1.[Na].C([O-])(O)=O.[Na+]. Product: [O:2]1[C:6]2([CH2:10][CH2:9][N:8]([CH2:35][C:34]3[CH:33]=[CH:32][C:31]([O:30][CH:28]4[CH2:29][N:26]([C:24]([C:22]5[O:23][C:19]([C:16]6[CH:17]=[CH:18][C:13]([O:12][CH3:11])=[CH:14][CH:15]=6)=[N:20][N:21]=5)=[O:25])[CH2:27]4)=[CH:38][CH:37]=3)[CH2:7]2)[CH2:5][CH2:4][CH2:3]1. The catalyst class is: 2. (3) Reactant: [F:1][C:2]1[CH:26]=[CH:25][C:5]([O:6][CH2:7][C:8]2[N:9]=[C:10]3[S:17][C:16]([CH3:18])=[C:15]([CH:19]4[CH2:21][CH:20]4[C:22]([OH:24])=O)[N:11]3[C:12](=[O:14])[CH:13]=2)=[CH:4][CH:3]=1.C([N:29](CC)CC)C.CC(OC(Cl)=O)C.[OH-].[NH4+]. Product: [F:1][C:2]1[CH:3]=[CH:4][C:5]([O:6][CH2:7][C:8]2[N:9]=[C:10]3[S:17][C:16]([CH3:18])=[C:15]([CH:19]4[CH2:21][CH:20]4[C:22]([NH2:29])=[O:24])[N:11]3[C:12](=[O:14])[CH:13]=2)=[CH:25][CH:26]=1. The catalyst class is: 7. (4) Reactant: [F:1][C:2]1[CH:7]=[CH:6][C:5]([NH:8][C:9](=[O:14])[C:10]([CH3:13])([CH3:12])[CH3:11])=[CH:4][C:3]=1[C:15]([C:17]1[CH:18]=[C:19]2[C:24](=[CH:25][CH:26]=1)[N:23]=[CH:22][C:21]([O:27]C)=[N:20]2)=[O:16].Cl. Product: [F:1][C:2]1[CH:7]=[CH:6][C:5]([NH:8][C:9](=[O:14])[C:10]([CH3:13])([CH3:12])[CH3:11])=[CH:4][C:3]=1[C:15]([C:17]1[CH:18]=[C:19]2[C:24](=[CH:25][CH:26]=1)[N:23]=[CH:22][C:21]([OH:27])=[N:20]2)=[O:16]. The catalyst class is: 5. (5) Reactant: [C:1]([C:5]1[N:9]=[C:8]([C:10]2[CH:15]=[C:14]([O:16][CH2:17][C@@H:18]3[CH2:22][CH2:21][CH2:20][N:19]3C(OC(C)(C)C)=O)[C:13]([CH:30]3[CH2:32][CH2:31]3)=[CH:12][N:11]=2)[O:7][N:6]=1)([CH3:4])([CH3:3])[CH3:2].O1CCOCC1. Product: [C:1]([C:5]1[N:9]=[C:8]([C:10]2[CH:15]=[C:14]([O:16][CH2:17][C@@H:18]3[CH2:22][CH2:21][CH2:20][NH:19]3)[C:13]([CH:30]3[CH2:31][CH2:32]3)=[CH:12][N:11]=2)[O:7][N:6]=1)([CH3:4])([CH3:2])[CH3:3]. The catalyst class is: 33. (6) Reactant: [Cl:1][C:2]1[CH:3]=[CH:4][C:5]2[O:9][C:8]([C:10](O)=[O:11])=[C:7]([CH3:13])[C:6]=2[C:14]=1[O:15][CH3:16].B.C1COCC1. Product: [Cl:1][C:2]1[CH:3]=[CH:4][C:5]2[O:9][C:8]([CH2:10][OH:11])=[C:7]([CH3:13])[C:6]=2[C:14]=1[O:15][CH3:16]. The catalyst class is: 1. (7) Reactant: C(O[C:6](=O)[N:7]([C:9]1[CH:14]=[C:13]([CH3:15])[C:12]([CH2:16][CH2:17][S:18]([N:21]2[CH2:40][CH2:39][C:24]3([N:28]=[C:27]([CH:29]4[CH2:34][CH2:33][C:32](=[C:35]([CH3:37])[CH3:36])[CH2:31][CH2:30]4)[NH:26][C:25]3=[O:38])[CH2:23][CH2:22]2)(=[O:20])=[O:19])=[C:11]([CH3:41])[CH:10]=1)C)(C)(C)C.B(F)(F)F.CCOCC. Product: [CH3:15][C:13]1[CH:14]=[C:9]([NH:7][CH3:6])[CH:10]=[C:11]([CH3:41])[C:12]=1[CH2:16][CH2:17][S:18]([N:21]1[CH2:22][CH2:23][C:24]2([N:28]=[C:27]([CH:29]3[CH2:34][CH2:33][C:32](=[C:35]([CH3:37])[CH3:36])[CH2:31][CH2:30]3)[NH:26][C:25]2=[O:38])[CH2:39][CH2:40]1)(=[O:19])=[O:20]. The catalyst class is: 4. (8) Product: [NH2:18][C:2]1[C:3]2[C:10]([C:11]3[CH:16]=[CH:15][C:14]([CH3:17])=[CH:13][CH:12]=3)=[CH:9][NH:8][C:4]=2[N:5]=[CH:6][N:7]=1. Reactant: Cl[C:2]1[C:3]2[C:10]([C:11]3[CH:16]=[CH:15][C:14]([CH3:17])=[CH:13][CH:12]=3)=[CH:9][NH:8][C:4]=2[N:5]=[CH:6][N:7]=1.[NH3:18]. The catalyst class is: 12. (9) Product: [NH:27]1[CH:26]=[C:25]([C:23]2[CH:22]=[CH:21][C:20]3[N:16]([CH2:15][CH:12]4[CH2:13][CH2:14][N:9]([C:7]([C:1]5[CH:6]=[CH:5][CH:4]=[CH:3][CH:2]=5)=[O:8])[CH2:10][CH2:11]4)[CH:17]=[N:18][C:19]=3[CH:24]=2)[CH:29]=[N:28]1. The catalyst class is: 138. Reactant: [C:1]1([C:7]([N:9]2[CH2:14][CH2:13][CH:12]([CH2:15][N:16]3[C:20]4[CH:21]=[CH:22][C:23]([C:25]5[CH:26]=[N:27][N:28](C6CCCCO6)[CH:29]=5)=[CH:24][C:19]=4[N:18]=[CH:17]3)[CH2:11][CH2:10]2)=[O:8])[CH:6]=[CH:5][CH:4]=[CH:3][CH:2]=1.C(=O)(O)[O-].[Na+]. (10) The catalyst class is: 370. Product: [CH2:1]([N:3]([CH2:6][C@@H:7]1[N:12]([CH2:13][CH2:14][C@@H:15]([NH:24][C:25]2[CH:30]=[CH:29][C:28]([S:31]([NH2:34])(=[O:32])=[O:33])=[CH:27][C:26]=2[S:35]([C:38]([F:40])([F:39])[F:41])(=[O:37])=[O:36])[CH2:16][S:17][C:18]2[CH:19]=[CH:20][CH:21]=[CH:22][CH:23]=2)[CH2:11][CH2:10][O:9][CH2:8]1)[CH2:4][CH3:5])[CH3:2]. Reactant: [CH2:1]([N:3]([CH2:6][C@@H:7]1[N:12]([C:13](=O)[CH2:14][C@@H:15]([NH:24][C:25]2[CH:30]=[CH:29][C:28]([S:31]([NH2:34])(=[O:33])=[O:32])=[CH:27][C:26]=2[S:35]([C:38]([F:41])([F:40])[F:39])(=[O:37])=[O:36])[CH2:16][S:17][C:18]2[CH:23]=[CH:22][CH:21]=[CH:20][CH:19]=2)[CH2:11][CH2:10][O:9][CH2:8]1)[CH2:4][CH3:5])[CH3:2].C1COCC1.Cl.C(=O)([O-])[O-].[Na+].[Na+].